Dataset: Peptide-MHC class II binding affinity with 134,281 pairs from IEDB. Task: Regression. Given a peptide amino acid sequence and an MHC pseudo amino acid sequence, predict their binding affinity value. This is MHC class II binding data. (1) The peptide sequence is TLEVHAVKPAAEEVK. The MHC is HLA-DQA10301-DQB10302 with pseudo-sequence HLA-DQA10301-DQB10302. The binding affinity (normalized) is 0.321. (2) The peptide sequence is PSVIPAARLFKAFIL. The MHC is DRB3_0202 with pseudo-sequence DRB3_0202. The binding affinity (normalized) is 0.296. (3) The peptide sequence is KKGAGGITIKKTGQA. The MHC is DRB4_0101 with pseudo-sequence DRB4_0103. The binding affinity (normalized) is 0.176. (4) The peptide sequence is DIHRLEPVKCDTLLC. The MHC is HLA-DQA10201-DQB10402 with pseudo-sequence HLA-DQA10201-DQB10402. The binding affinity (normalized) is 0.244.